From a dataset of Reaction yield outcomes from USPTO patents with 853,638 reactions. Predict the reaction yield, written as a fraction of the theoretical maximum amount of product (1.0 means a 100% yield; for example, 0.34 means a 34% yield). (1) The reactants are [C:1]([O:5][C:6]([NH:8][C@H:9]1[CH2:23][CH2:22][N:21]([S:24]([C:27]2[CH:32]=[CH:31][CH:30]=[CH:29][C:28]=2[N+:33]([O-:35])=[O:34])(=[O:26])=[O:25])[CH2:20][CH2:19][CH:18]=[CH:17][C@@H:16]2[CH2:36][C@@:15]2([C:37]([O:39]CC)=[O:38])[NH:14][C:13](=[O:42])[C@@H:12]2[CH2:43][C@@H:44]([O:46][C:47]([N:49]3[CH2:57][C:56]4[C:51](=[CH:52][CH:53]=[CH:54][C:55]=4[F:58])[CH2:50]3)=[O:48])[CH2:45][N:11]2[C:10]1=[O:59])=[O:7])([CH3:4])([CH3:3])[CH3:2].[OH-].[Na+].CCOCC. The catalyst is C1COCC1.O. The product is [C:1]([O:5][C:6]([NH:8][C@H:9]1[CH2:23][CH2:22][N:21]([S:24]([C:27]2[CH:32]=[CH:31][CH:30]=[CH:29][C:28]=2[N+:33]([O-:35])=[O:34])(=[O:26])=[O:25])[CH2:20][CH2:19][CH:18]=[CH:17][C@@H:16]2[CH2:36][C@@:15]2([C:37]([OH:39])=[O:38])[NH:14][C:13](=[O:42])[C@@H:12]2[CH2:43][C@@H:44]([O:46][C:47]([N:49]3[CH2:57][C:56]4[C:51](=[CH:52][CH:53]=[CH:54][C:55]=4[F:58])[CH2:50]3)=[O:48])[CH2:45][N:11]2[C:10]1=[O:59])=[O:7])([CH3:4])([CH3:2])[CH3:3]. The yield is 0.990. (2) The reactants are [CH:1]([C:3]1[O:7][CH:6]=[C:5](B2OC(C)(C)C(C)(C)O2)[CH:4]=1)=[O:2].P(OCC)(OCC)(O[CH2:20][C:21]1[CH:26]=[CH:25][CH:24]=[CH:23][CH:22]=1)=O.C(C1OC(C=O)=CC=1)C1C=CC=CC=1. The catalyst is CC#N.C(O)(C)C.CC([O-])=O.CC([O-])=O.[Pd+2]. The product is [CH2:20]([C:5]1[CH:4]=[C:3]([CH:1]=[O:2])[O:7][CH:6]=1)[C:21]1[CH:26]=[CH:25][CH:24]=[CH:23][CH:22]=1. The yield is 0.410. (3) The reactants are [Cl-].C[Al+]C.[CH2:5]([NH:7][CH2:8][CH3:9])[CH3:6].[NH2:10][C:11]1[N:16]=[C:15]([CH2:17][C:18]([O:20]CC)=O)[CH:14]=[CH:13][CH:12]=1.C(C(C(C([O-])=O)O)O)([O-])=O.[Na+].[K+].[Cl-].[Na+]. The catalyst is ClCCl. The product is [NH2:10][C:11]1[N:16]=[C:15]([CH2:17][C:18]([N:7]([CH2:8][CH3:9])[CH2:5][CH3:6])=[O:20])[CH:14]=[CH:13][CH:12]=1. The yield is 0.670. (4) The reactants are [Br:1][C:2]1[CH:3]=[C:4]2[C:10](=[CH:11][CH:12]=1)[C:8](=[O:9])[O:7][C:6]([C:13](O)=[O:14])=[C:5]2[C:16]1[CH:21]=[CH:20][CH:19]=[CH:18][CH:17]=1.[CH3:22]C1(C)OC(=O)CC(=O)O1.C(N(CC)CC)C.C(N=C=NCCCN(C)C)C. The catalyst is CN(C)C1C=CN=CC=1.ClCCl. The product is [C:13]([C:6]1[O:7][C:8](=[O:9])[C:10]2[C:4]([C:5]=1[C:16]1[CH:17]=[CH:18][CH:19]=[CH:20][CH:21]=1)=[CH:3][C:2]([Br:1])=[CH:12][CH:11]=2)(=[O:14])[CH3:22]. The yield is 0.810. (5) The reactants are [CH2:1]1[C:10]2[C:5](=[CH:6][CH:7]=[CH:8][CH:9]=2)[CH2:4][CH2:3][N:2]1[CH2:11][CH:12]([OH:21])[CH2:13][N:14]1[CH2:19][CH2:18][NH:17][CH2:16][C:15]1=[O:20].Br[C:23]1[CH:24]=[CH:25][CH:26]=[C:27]2[C:32]=1[N:31]=[CH:30][CH:29]=[CH:28]2.C(O[Na])(C)(C)C. The catalyst is C1(C)C=CC=CC=1.C1C=CC(/C=C/C(/C=C/C2C=CC=CC=2)=O)=CC=1.C1C=CC(/C=C/C(/C=C/C2C=CC=CC=2)=O)=CC=1.C1C=CC(/C=C/C(/C=C/C2C=CC=CC=2)=O)=CC=1.[Pd].[Pd]. The product is [CH2:1]1[C:10]2[C:5](=[CH:6][CH:7]=[CH:8][CH:9]=2)[CH2:4][CH2:3][N:2]1[CH2:11][CH:12]([OH:21])[CH2:13][N:14]1[CH2:19][CH2:18][N:17]([C:23]2[CH:24]=[CH:25][CH:26]=[C:27]3[C:32]=2[N:31]=[CH:30][CH:29]=[CH:28]3)[CH2:16][C:15]1=[O:20]. The yield is 0.158. (6) The reactants are [CH:1]1([O:5][C:6]2[C:15](B3OC(C)(C)C(C)(C)O3)=[CH:14][CH:13]=[C:12]3[C:7]=2[CH2:8][CH2:9][C@H:10]([CH3:29])[N:11]3[C:25]([O:27][CH3:28])=[O:26])[CH2:4][CH2:3][CH2:2]1.Br[C:31]1[N:32]=[C:33]([C:36]2([F:49])[CH2:41][CH2:40][N:39]([C:42]([O:44][C:45]([CH3:48])([CH3:47])[CH3:46])=[O:43])[CH2:38][CH2:37]2)[S:34][CH:35]=1.C(=O)([O-])[O-].[Cs+].[Cs+]. The catalyst is CC(C1C=C(C(C)C)C(C2C=CC=C(P(C3CCCCC3)C3CCCCC3)C=2)=C(C(C)C)C=1)C.C1C=[C-]C(C2C(N)=CC=CC=2)=CC=1.Cl[Pd+].O1CCOCC1.O. The product is [C:45]([O:44][C:42]([N:39]1[CH2:40][CH2:41][C:36]([C:33]2[S:34][CH:35]=[C:31]([C:15]3[C:6]([O:5][CH:1]4[CH2:2][CH2:3][CH2:4]4)=[C:7]4[C:12](=[CH:13][CH:14]=3)[N:11]([C:25]([O:27][CH3:28])=[O:26])[C@@H:10]([CH3:29])[CH2:9][CH2:8]4)[N:32]=2)([F:49])[CH2:37][CH2:38]1)=[O:43])([CH3:48])([CH3:47])[CH3:46]. The yield is 0.570. (7) The reactants are [OH:1][CH2:2][CH2:3][C:4]1[CH:9]=[CH:8][C:7]([CH2:10][CH2:11][OH:12])=[CH:6][CH:5]=1.C1N2CCN(CC2)C1.[C:21]1([CH3:31])[CH:26]=[CH:25][C:24]([S:27](Cl)(=[O:29])=[O:28])=[CH:23][CH:22]=1. The catalyst is C1COCC1. The product is [OH:1][CH2:2][CH2:3][C:4]1[CH:9]=[CH:8][C:7]([CH2:10][CH2:11][O:12][S:27]([C:24]2[CH:25]=[CH:26][C:21]([CH3:31])=[CH:22][CH:23]=2)(=[O:29])=[O:28])=[CH:6][CH:5]=1. The yield is 0.430.